From a dataset of Forward reaction prediction with 1.9M reactions from USPTO patents (1976-2016). Predict the product of the given reaction. Given the reactants [CH2:1](O)C(N)(CO)CO.Cl.C1N=C(N)C2N=CN([C@@H]3O[C@H](COP(OP(O[CH2:34][C@H:35]4O[C@@H:38]([N:40]5[CH:45]=[C:44]([C:46](N)=O)[CH2:43][CH:42]=[CH:41]5)[C@H:37](O)[C@@H:36]4O)(O)=O)(O)=O)[C@@H](O)[C@H]3O)C=2N=1, predict the reaction product. The product is: [CH:1]1[C:45]2[NH:40][C:38]3[C:46](=[CH:34][CH:35]=[CH:36][CH:37]=3)[C:44]=2[CH:43]=[CH:42][CH:41]=1.